This data is from Reaction yield outcomes from USPTO patents with 853,638 reactions. The task is: Predict the reaction yield, written as a fraction of the theoretical maximum amount of product (1.0 means a 100% yield; for example, 0.34 means a 34% yield). (1) The reactants are [NH:1]1[CH2:5][CH2:4][CH2:3][C@H:2]1[C:6]([O:8][CH3:9])=[O:7].Cl[C:11]1[C:20]([N+:21]([O-:23])=[O:22])=[CH:19][C:14]([C:15]([O:17][CH3:18])=[O:16])=[CH:13][N:12]=1. The catalyst is CCOC(C)=O. The product is [CH3:9][O:8][C:6]([C@@H:2]1[CH2:3][CH2:4][CH2:5][N:1]1[C:11]1[C:20]([N+:21]([O-:23])=[O:22])=[CH:19][C:14]([C:15]([O:17][CH3:18])=[O:16])=[CH:13][N:12]=1)=[O:7]. The yield is 0.940. (2) The reactants are Cl[C:2]1[CH:7]=[C:6]([O:8][C:9]2[CH:14]=[CH:13][C:12]([NH2:15])=[CH:11][C:10]=2[CH3:16])[CH:5]=[CH:4][N:3]=1.[N:17]1[N:18]=[CH:19][CH2:20][CH:21]=1.[C:22]([O-])([O-])=O.[Cs+].[Cs+].O. The catalyst is CN(C=O)C.CCOC(C)=O.C1C=CC([P]([Pd]([P](C2C=CC=CC=2)(C2C=CC=CC=2)C2C=CC=CC=2)([P](C2C=CC=CC=2)(C2C=CC=CC=2)C2C=CC=CC=2)[P](C2C=CC=CC=2)(C2C=CC=CC=2)C2C=CC=CC=2)(C2C=CC=CC=2)C2C=CC=CC=2)=CC=1. The product is [CH3:16][C:10]1[CH:11]=[C:12]([NH2:15])[CH:13]=[CH:14][C:9]=1[O:8][C:6]1[CH:5]=[CH:4][N:3]=[C:2]([C:20]2[CH:21]=[N:17][N:18]([CH3:22])[CH:19]=2)[CH:7]=1. The yield is 0.880. (3) The reactants are [C:1]([C:5]1[CH:9]=[C:8]([NH:10][C:11](=[O:19])OC2C=CC=CC=2)[N:7]([C:20]2[CH:25]=[CH:24][CH:23]=[CH:22][CH:21]=2)[N:6]=1)([CH3:4])([CH3:3])[CH3:2].[CH3:26][O:27][C:28]1[CH:29]=[C:30]2[C:35](=[CH:36][C:37]=1[O:38][CH3:39])[N:34]=[CH:33][N:32]=[C:31]2[O:40][C:41]1[C:42]([F:48])=[C:43]([CH:45]=[CH:46][CH:47]=1)[NH2:44]. The catalyst is C1COCC1. The product is [C:1]([C:5]1[CH:9]=[C:8]([NH:10][C:11]([NH:44][C:43]2[CH:45]=[CH:46][CH:47]=[C:41]([O:40][C:31]3[C:30]4[C:35](=[CH:36][C:37]([O:38][CH3:39])=[C:28]([O:27][CH3:26])[CH:29]=4)[N:34]=[CH:33][N:32]=3)[C:42]=2[F:48])=[O:19])[N:7]([C:20]2[CH:21]=[CH:22][CH:23]=[CH:24][CH:25]=2)[N:6]=1)([CH3:3])([CH3:2])[CH3:4]. The yield is 0.630. (4) The reactants are [S:1]1[CH:5]=[CH:4][N:3]=[CH:2]1.C([Mg]Cl)(C)C.[Cl-].[Li+].[F:13][CH:14]([F:20])[C:15](OCC)=[O:16]. The catalyst is C1COCC1.C(OCC)(=O)C. The product is [F:13][CH:14]([F:20])[C:15]([C:2]1[S:1][CH:5]=[CH:4][N:3]=1)=[O:16]. The yield is 0.920. (5) The reactants are [C:1]([CH2:3][C:4](N)=O)#[N:2].F[B-](F)(F)F.C([O+](CC)CC)C.[NH2:19][C:20]1[C:21]([NH:29][C@H:30]2[CH2:35][CH2:34][C@H:33]([CH2:36][C:37]#[N:38])[CH2:32][CH2:31]2)=[C:22]2[S:28][CH:27]=[CH:26][C:23]2=[N:24][CH:25]=1. The catalyst is C1COCC1.C(O)C. The product is [C:37]([CH2:36][C@H:33]1[CH2:32][CH2:31][C@H:30]([N:29]2[C:21]3=[C:22]4[S:28][CH:27]=[CH:26][C:23]4=[N:24][CH:25]=[C:20]3[N:19]=[C:4]2[CH2:3][C:1]#[N:2])[CH2:35][CH2:34]1)#[N:38]. The yield is 0.260.